This data is from Catalyst prediction with 721,799 reactions and 888 catalyst types from USPTO. The task is: Predict which catalyst facilitates the given reaction. (1) Reactant: [F:1][CH:2]([F:32])[C:3]1[N:7]([C:8]2[N:13]=[C:12]([N:14]3[CH2:19][CH2:18][O:17][CH2:16][CH2:15]3)[N:11]=[C:10]([N:20]3[CH2:25][CH2:24][NH:23][CH2:22][CH2:21]3)[N:9]=2)[C:6]2[CH:26]=[CH:27][CH:28]=[C:29]([O:30][CH3:31])[C:5]=2[N:4]=1.[CH3:33][S:34](Cl)(=[O:36])=[O:35].O. Product: [F:32][CH:2]([F:1])[C:3]1[N:7]([C:8]2[N:9]=[C:10]([N:20]3[CH2:25][CH2:24][N:23]([S:34]([CH3:33])(=[O:36])=[O:35])[CH2:22][CH2:21]3)[N:11]=[C:12]([N:14]3[CH2:15][CH2:16][O:17][CH2:18][CH2:19]3)[N:13]=2)[C:6]2[CH:26]=[CH:27][CH:28]=[C:29]([O:30][CH3:31])[C:5]=2[N:4]=1. The catalyst class is: 859. (2) Reactant: [N:1]1([C:12]([O:14][C:15]([CH3:18])([CH3:17])[CH3:16])=[O:13])[CH2:6][CH2:5][CH:4]([C:7]([O:9][CH2:10][CH3:11])=[O:8])[CH2:3][CH2:2]1.[Li+].CC([N-]C(C)C)C.[F:27][C:28]([F:34])([F:33])S([O-])(=O)=O.[F:27][C:28]([F:34])([F:33])[S+]1C2C=CC=CC=2C2C=CC=CC1=2.CCCCCC. Product: [F:27][C:28]([F:34])([F:33])[C:4]1([C:7]([O:9][CH2:10][CH3:11])=[O:8])[CH2:3][CH2:2][N:1]([C:12]([O:14][C:15]([CH3:17])([CH3:16])[CH3:18])=[O:13])[CH2:6][CH2:5]1. The catalyst class is: 1. (3) Reactant: [Cl:1][C:2]1[CH:3]=[C:4]([NH:9][C:10]2[C:19]3[C:14](=[CH:15][CH:16]=[C:17]([NH:20][CH2:21][C:22](O)=[O:23])[CH:18]=3)[N:13]=[CH:12][C:11]=2[C:25]#[N:26])[CH:5]=[CH:6][C:7]=1[F:8].[Cl-].[NH4+].F[P-](F)(F)(F)(F)F.[N:36]1(O[P+](N(C)C)(N(C)C)N(C)C)C2C=CC=CC=2N=N1.C(N(C(C)C)CC)(C)C. Product: [Cl:1][C:2]1[CH:3]=[C:4]([NH:9][C:10]2[C:19]3[C:14](=[CH:15][CH:16]=[C:17]([NH:20][CH2:21][C:22]([NH2:36])=[O:23])[CH:18]=3)[N:13]=[CH:12][C:11]=2[C:25]#[N:26])[CH:5]=[CH:6][C:7]=1[F:8]. The catalyst class is: 9. (4) Reactant: Br[CH2:2][C:3]([C:5]1[CH:10]=[CH:9][C:8]([O:11][CH3:12])=[C:7]([O:13][CH3:14])[CH:6]=1)=[O:4].[NH:15]1[CH:19]=[CH:18][C:17]([C:20]([O:22][CH2:23][CH3:24])=[O:21])=[N:16]1.C(=O)([O-])[O-].[K+].[K+]. Product: [CH3:14][O:13][C:7]1[CH:6]=[C:5]([C:3](=[O:4])[CH2:2][N:16]2[C:17]([C:20]([O:22][CH2:23][CH3:24])=[O:21])=[CH:18][CH:19]=[N:15]2)[CH:10]=[CH:9][C:8]=1[O:11][CH3:12]. The catalyst class is: 21. (5) Reactant: [Cl:1][C:2]1[CH:18]=[C:17]([N:19]2[CH2:23][CH2:22][CH2:21][CH2:20]2)[CH:16]=[CH:15][C:3]=1[C:4]([NH:6][C:7]1[CH:12]=[CH:11][CH:10]=[CH:9][C:8]=1[CH:13]=O)=[O:5].C(=O)([O-])[O-].[K+].[K+].[NH2:30][C@@H:31]([CH2:33][OH:34])[CH3:32]. Product: [Cl:1][C:2]1[CH:18]=[C:17]([N:19]2[CH2:23][CH2:22][CH2:21][CH2:20]2)[CH:16]=[CH:15][C:3]=1[C:4]([NH:6][C:7]1[CH:12]=[CH:11][CH:10]=[CH:9][C:8]=1[CH:13]=[N:30][C@H:31]([CH3:32])[CH2:33][OH:34])=[O:5]. The catalyst class is: 8. (6) Reactant: [Cl:1][C:2]1[CH:3]=[C:4]2[C:8](=[CH:9][CH:10]=1)[N:7]([CH2:11][CH2:12][S:13]([CH3:16])(=[NH:15])=[O:14])[C:6]([CH2:17][N:18]1[C:22]3=[CH:23][N:24]=[CH:25][CH:26]=[C:21]3[C:20]3([CH2:28][CH2:27]3)[C:19]1=[O:29])=[CH:5]2.C(N([CH2:35][CH3:36])CC)C.[OH2:37]. Product: [Cl:1][C:2]1[CH:3]=[C:4]2[C:8](=[CH:9][CH:10]=1)[N:7]([CH2:11][CH2:12][S:13]([CH3:16])(=[O:14])=[N:15][C:35](=[O:37])[CH3:36])[C:6]([CH2:17][N:18]1[C:22]3=[CH:23][N:24]=[CH:25][CH:26]=[C:21]3[C:20]3([CH2:28][CH2:27]3)[C:19]1=[O:29])=[CH:5]2. The catalyst class is: 4.